Predict which catalyst facilitates the given reaction. From a dataset of Catalyst prediction with 721,799 reactions and 888 catalyst types from USPTO. (1) Reactant: [Li]CCCC.Br[C:7]1[C:8]([C:13]#[N:14])=[N:9][CH:10]=[CH:11][CH:12]=1.[Br:15][C:16]1[CH:17]=[C:18]2[C:29](=[CH:30][CH:31]=1)[O:28][C:21]1[C:22]([F:27])=[N:23][C:24]([Cl:26])=[CH:25][C:20]=1[C:19]2=[N:32]S(C(C)(C)C)=O.[NH4+].[Cl-]. Product: [Br:15][C:16]1[CH:17]=[C:18]2[C:19]3([C:7]4[C:8](=[N:9][CH:10]=[CH:11][CH:12]=4)[C:13]([NH2:14])=[N:32]3)[C:20]3[CH:25]=[C:24]([Cl:26])[N:23]=[C:22]([F:27])[C:21]=3[O:28][C:29]2=[CH:30][CH:31]=1. The catalyst class is: 49. (2) Reactant: [Cl:1][C:2]1[CH:11]=[C:10]([C:12](=O)[CH3:13])[C:9]([N:15]2[CH2:20][CH2:19][N:18]([CH:21]3[CH2:24][CH2:23][CH2:22]3)[CH2:17][CH2:16]2)=[C:8]2[C:3]=1[CH:4]=[CH:5][CH:6]=[N:7]2.C([O-])(=O)C.[NH4+].C([BH3-])#[N:31].[Na+].O1CCCC1. Product: [Cl:1][C:2]1[CH:11]=[C:10]([CH:12]([NH2:31])[CH3:13])[C:9]([N:15]2[CH2:20][CH2:19][N:18]([CH:21]3[CH2:24][CH2:23][CH2:22]3)[CH2:17][CH2:16]2)=[C:8]2[C:3]=1[CH:4]=[CH:5][CH:6]=[N:7]2. The catalyst class is: 449. (3) Reactant: [NH2:1][C:2]1[C:7]([Cl:8])=[CH:6][C:5]([CH2:9][C:10]([O:12]CC)=[O:11])=[C:4]([Cl:15])[CH:3]=1.C(O)C.[OH-].[Na+]. Product: [NH2:1][C:2]1[C:7]([Cl:8])=[CH:6][C:5]([CH2:9][C:10]([OH:12])=[O:11])=[C:4]([Cl:15])[CH:3]=1. The catalyst class is: 6. (4) The catalyst class is: 22. Reactant: [Br:1][C:2]1[CH:7]=[CH:6][C:5]([OH:8])=[C:4]([N+:9]([O-])=O)[CH:3]=1.[OH-].[Na+].[O:14]1[CH2:19][CH2:18][C:17](=O)[CH2:16][CH2:15]1.Cl.[O:22]1CCC[CH2:23]1. Product: [Br:1][C:2]1[CH:7]=[CH:6][C:5]2[O:8][C:17]3([CH2:18][CH2:19][O:14][CH2:15][CH2:16]3)[C:23](=[O:22])[NH:9][C:4]=2[CH:3]=1. (5) Reactant: [NH2:1][C:2]1[N:7]=[C:6]([C:8]2[CH:15]=[CH:14][C:11]([C:12]#[N:13])=[C:10](F)[CH:9]=2)[CH:5]=[C:4]([NH:17][CH2:18][CH2:19][C:20]2[CH:25]=[CH:24][CH:23]=[CH:22][CH:21]=2)[N:3]=1.O.[NH2:27][NH2:28]. Product: [NH2:13][C:12]1[C:11]2[C:10](=[CH:9][C:8]([C:6]3[N:7]=[C:2]([NH2:1])[N:3]=[C:4]([NH:17][CH2:18][CH2:19][C:20]4[CH:25]=[CH:24][CH:23]=[CH:22][CH:21]=4)[CH:5]=3)=[CH:15][CH:14]=2)[NH:28][N:27]=1. The catalyst class is: 14. (6) Reactant: C[O:2][C:3]1[CH:4]=[C:5]2[C:13](=[CH:14][CH:15]=1)[C:12]1[S:11][C:10]([C:16]3[O:20][N:19]=[C:18]([C:21]4[CH:26]=[CH:25][CH:24]=[CH:23][CH:22]=4)[C:17]=3[C:27]([F:30])([F:29])[F:28])=[N:9][C:8]=1[CH2:7][CH2:6]2.B(Br)(Br)Br. Product: [C:21]1([C:18]2[C:17]([C:27]([F:30])([F:29])[F:28])=[C:16]([C:10]3[S:11][C:12]4[C:13]5[C:5](=[CH:4][C:3]([OH:2])=[CH:15][CH:14]=5)[CH2:6][CH2:7][C:8]=4[N:9]=3)[O:20][N:19]=2)[CH:26]=[CH:25][CH:24]=[CH:23][CH:22]=1. The catalyst class is: 4. (7) Reactant: C(OC([N:8]1[CH2:12][C@@H:11]([CH2:13][N:14]([CH:31]([CH3:33])[CH3:32])[C:15](=[O:30])[C:16]2[CH:21]=[CH:20][C:19]([O:22][CH3:23])=[C:18]([O:24][CH2:25][CH2:26][CH2:27][O:28][CH3:29])[CH:17]=2)[C@H:10]([CH2:34][CH2:35][C:36](=[O:47])[N:37]([CH2:40][C:41]2[CH:46]=[CH:45][CH:44]=[CH:43][CH:42]=2)[CH2:38][CH3:39])[CH2:9]1)=O)(C)(C)C.CC#N.O. Product: [CH2:40]([N:37]([CH2:38][CH3:39])[C:36]([CH2:35][CH2:34][C@@H:10]1[CH2:9][NH:8][CH2:12][C@H:11]1[CH2:13][N:14]([CH:31]([CH3:32])[CH3:33])[C:15](=[O:30])[C:16]1[CH:21]=[CH:20][C:19]([O:22][CH3:23])=[C:18]([O:24][CH2:25][CH2:26][CH2:27][O:28][CH3:29])[CH:17]=1)=[O:47])[C:41]1[CH:46]=[CH:45][CH:44]=[CH:43][CH:42]=1. The catalyst class is: 23. (8) Reactant: [Br:1][C:2]1[C:3]([CH:8]=[O:9])=[N:4][N:5]([CH3:7])[CH:6]=1.[CH3:10][Mg]Br. Product: [Br:1][C:2]1[C:3]([CH:8]([OH:9])[CH3:10])=[N:4][N:5]([CH3:7])[CH:6]=1. The catalyst class is: 27.